This data is from Full USPTO retrosynthesis dataset with 1.9M reactions from patents (1976-2016). The task is: Predict the reactants needed to synthesize the given product. (1) Given the product [CH3:37][O:36][C:33]1[CH:32]=[CH:31][C:30]([C:27]2[CH:26]=[CH:25][C:24]([S:21]([N:19]([CH:4]([CH:5]3[CH2:10][CH2:9][N:8]([C:11]([N:13]4[CH2:14][CH2:15][O:16][CH2:17][CH2:18]4)=[O:12])[CH2:7][CH2:6]3)[C:3]([OH:38])=[O:2])[CH3:20])(=[O:22])=[O:23])=[CH:29][CH:28]=2)=[CH:35][CH:34]=1, predict the reactants needed to synthesize it. The reactants are: C[O:2][C:3](=[O:38])[CH:4]([N:19]([S:21]([C:24]1[CH:29]=[CH:28][C:27]([C:30]2[CH:35]=[CH:34][C:33]([O:36][CH3:37])=[CH:32][CH:31]=2)=[CH:26][CH:25]=1)(=[O:23])=[O:22])[CH3:20])[CH:5]1[CH2:10][CH2:9][N:8]([C:11]([N:13]2[CH2:18][CH2:17][O:16][CH2:15][CH2:14]2)=[O:12])[CH2:7][CH2:6]1.COC(=O)C(NS(C1C=CC(C2C=CC(OC)=CC=2)=CC=1)(=O)=O)C1CCN(C(N2CCOCC2)=O)CC1.C(=O)([O-])[O-].[Cs+].[Cs+].CI. (2) The reactants are: [Cl:1][C:2]1[CH:7]=[CH:6][C:5]([C:8]2[C:14]3[CH:15]=[C:16]([O:19][C:20]([F:23])([F:22])[F:21])[CH:17]=[CH:18][C:13]=3[N:12]3[C:24]([CH3:27])=[N:25][N:26]=[C:11]3[C@H:10]([CH2:28][C:29]([O:31]C(C)(C)C)=[O:30])[CH:9]=2)=[CH:4][CH:3]=1. Given the product [Cl:1][C:2]1[CH:7]=[CH:6][C:5]([C:8]2[C:14]3[CH:15]=[C:16]([O:19][C:20]([F:23])([F:22])[F:21])[CH:17]=[CH:18][C:13]=3[N:12]3[C:24]([CH3:27])=[N:25][N:26]=[C:11]3[C@H:10]([CH2:28][C:29]([OH:31])=[O:30])[CH:9]=2)=[CH:4][CH:3]=1, predict the reactants needed to synthesize it.